This data is from Full USPTO retrosynthesis dataset with 1.9M reactions from patents (1976-2016). The task is: Predict the reactants needed to synthesize the given product. (1) Given the product [CH3:8][C:7]1[C:2]([N:12]2[CH2:17][CH2:16][NH:15][CH2:14][CH2:13]2)=[N:3][CH:4]=[C:5]([N+:9]([O-:11])=[O:10])[CH:6]=1, predict the reactants needed to synthesize it. The reactants are: Cl[C:2]1[C:7]([CH3:8])=[CH:6][C:5]([N+:9]([O-:11])=[O:10])=[CH:4][N:3]=1.[NH:12]1[CH2:17][CH2:16][NH:15][CH2:14][CH2:13]1. (2) Given the product [Cl:1][C:2]1[C:7]([CH3:8])=[CH:6][N:5]2[N:10]=[CH:11][CH:12]=[C:4]2[N:3]=1, predict the reactants needed to synthesize it. The reactants are: [Cl:1][C:2]1[C:7]([CH3:8])=[C:6](N)[N:5]2[N:10]=[CH:11][CH:12]=[C:4]2[N:3]=1.[N+]([O-])(OCCC(C)C)=O.